From a dataset of Catalyst prediction with 721,799 reactions and 888 catalyst types from USPTO. Predict which catalyst facilitates the given reaction. Reactant: [NH2:1][C:2]1[CH:7]=[CH:6][CH:5]=[CH:4][N:3]=1.P(Cl)(Cl)([Cl:10])=O.[C:13]([CH:16]1[CH2:21][CH2:20]O[C:17]1=[O:18])(=O)[CH3:14]. Product: [Cl:10][CH2:20][CH2:21][C:16]1[C:17](=[O:18])[N:3]2[CH:4]=[CH:5][CH:6]=[CH:7][C:2]2=[N:1][C:13]=1[CH3:14]. The catalyst class is: 11.